Dataset: Catalyst prediction with 721,799 reactions and 888 catalyst types from USPTO. Task: Predict which catalyst facilitates the given reaction. (1) Reactant: [CH3:1][O:2][C:3]1[CH:8]=[CH:7][CH:6]=[CH:5][C:4]=1[NH:9][C:10](=[O:28])[NH:11][C:12]1[CH:17]=[CH:16][C:15]([CH2:18][C:19]([O:21]C(C)(C)C)=[O:20])=[CH:14][C:13]=1[O:26][CH3:27].FC(F)(F)C(O)=O. Product: [CH3:1][O:2][C:3]1[CH:8]=[CH:7][CH:6]=[CH:5][C:4]=1[NH:9][C:10](=[O:28])[NH:11][C:12]1[CH:17]=[CH:16][C:15]([CH2:18][C:19]([OH:21])=[O:20])=[CH:14][C:13]=1[O:26][CH3:27]. The catalyst class is: 2. (2) Reactant: [NH2:1][C:2]1[NH:3][C:4]2[CH:10]=[CH:9][CH:8]=[CH:7][C:5]=2[N:6]=1.[C:11]([C:19]1[CH:27]=[CH:26][C:22]([C:23](O)=[O:24])=[CH:21][CH:20]=1)(=[O:18])[C:12]1[CH:17]=[CH:16][CH:15]=[CH:14][CH:13]=1.CN(C(ON1N=NC2C=CC=NC1=2)=[N+](C)C)C.F[P-](F)(F)(F)(F)F.C(N(C(C)C)CC)(C)C. Product: [NH:3]1[C:4]2[CH:10]=[CH:9][CH:8]=[CH:7][C:5]=2[N:6]=[C:2]1[NH:1][C:23](=[O:24])[C:22]1[CH:21]=[CH:20][C:19]([C:11](=[O:18])[C:12]2[CH:17]=[CH:16][CH:15]=[CH:14][CH:13]=2)=[CH:27][CH:26]=1. The catalyst class is: 3.